From a dataset of Rat liver microsome stability data. Regression/Classification. Given a drug SMILES string, predict its absorption, distribution, metabolism, or excretion properties. Task type varies by dataset: regression for continuous measurements (e.g., permeability, clearance, half-life) or binary classification for categorical outcomes (e.g., BBB penetration, CYP inhibition). Dataset: rlm. (1) The molecule is Cc1ccc(-c2cc(C(=O)Nc3ccc(S(=O)(=O)Nc4ccc(C#N)cc4)cc3)c3ccccc3n2)cc1C. The result is 1 (stable in rat liver microsomes). (2) The molecule is Cc1nc2c(Cl)cccc2n1-c1cc(Oc2cccc(S(=O)(=O)C(C)C)c2)ccc1Cl. The result is 1 (stable in rat liver microsomes). (3) The compound is O=C(Nc1ccc(S(=O)(=O)Nc2nccs2)cc1)c1cccc2ccccc12. The result is 0 (unstable in rat liver microsomes). (4) The compound is COc1ccc(Cl)cc1C(=O)Nc1ccc(NC(=O)c2ccco2)cc1. The result is 0 (unstable in rat liver microsomes). (5) The molecule is Cc1cccc(-n2c(C)cc(C=C(C#N)C#N)c2C)c1. The result is 1 (stable in rat liver microsomes). (6) The molecule is CC(C)(C)Cn1nc(C(=O)NC(C)(C)c2ccccc2)c2c1[C@@H]1C[C@@H]1C2. The result is 0 (unstable in rat liver microsomes). (7) The compound is Fc1cc(Nc2nc(-c3ccncc3)nc3ccccc23)ccc1-c1cccc(C(F)(F)F)c1. The result is 0 (unstable in rat liver microsomes). (8) The drug is CN1C(=O)CN=C(c2ccccc2)c2cc(Cl)ccc21. The result is 0 (unstable in rat liver microsomes).